This data is from Full USPTO retrosynthesis dataset with 1.9M reactions from patents (1976-2016). The task is: Predict the reactants needed to synthesize the given product. (1) Given the product [CH2:22]([C@H:10]1[CH2:9][NH:8][CH2:12][C@@H:11]1[CH2:13][N:14]([CH2:30][C:31]1[CH:38]=[CH:37][C:34]([C:35]#[N:36])=[CH:33][CH:32]=1)[C:15]1[CH:16]=[CH:17][C:18]([Cl:21])=[CH:19][CH:20]=1)[C:23]1[CH:24]=[CH:25][CH:26]=[CH:27][CH:28]=1, predict the reactants needed to synthesize it. The reactants are: C(OC([N:8]1[CH2:12][C@H:11]([CH2:13][NH:14][C:15]2[CH:20]=[CH:19][C:18]([Cl:21])=[CH:17][CH:16]=2)[C@@H:10]([CH2:22][C:23]2[CH:28]=[CH:27][CH:26]=[CH:25][CH:24]=2)[CH2:9]1)=O)(C)(C)C.Br[CH2:30][C:31]1[CH:38]=[CH:37][C:34]([C:35]#[N:36])=[CH:33][CH:32]=1.CC#N.O.CC#N. (2) The reactants are: [C:1]([O:5][C:6]([N:8]1[CH2:13][CH2:12][CH2:11][C:10](=O)[CH2:9]1)=[O:7])([CH3:4])([CH3:3])[CH3:2].CC1C=CC(S(O)(=O)=O)=CC=1.[CH:26]1([O:31][C:32](=[O:39])[C@@H:33]([NH2:38])[CH2:34][CH:35]([CH3:37])[CH3:36])[CH2:30][CH2:29][CH2:28][CH2:27]1.C(O[BH-](OC(=O)C)OC(=O)C)(=O)C.[Na+].C(=O)([O-])O.[Na+]. Given the product [C:1]([O:5][C:6]([N:8]1[CH2:13][CH2:12][CH2:11][CH:10]([NH:38][C@H:33]([C:32]([O:31][CH:26]2[CH2:27][CH2:28][CH2:29][CH2:30]2)=[O:39])[CH2:34][CH:35]([CH3:37])[CH3:36])[CH2:9]1)=[O:7])([CH3:4])([CH3:3])[CH3:2], predict the reactants needed to synthesize it. (3) Given the product [CH2:1]([O:3][C:4]([C:6]1[S:10][C:9]([CH3:11])=[N:8][C:7]=1[O:12][S:19]([C:16]1[CH:17]=[CH:18][C:13]([CH3:23])=[CH:14][CH:15]=1)(=[O:21])=[O:20])=[O:5])[CH3:2], predict the reactants needed to synthesize it. The reactants are: [CH2:1]([O:3][C:4]([C:6]1[S:10][C:9]([CH3:11])=[N:8][C:7]=1[OH:12])=[O:5])[CH3:2].[C:13]1([CH3:23])[CH:18]=[CH:17][C:16]([S:19](Cl)(=[O:21])=[O:20])=[CH:15][CH:14]=1.C(N(CC)CC)C. (4) Given the product [Cl:10][C:11]1[C:19]([C:20]#[N:21])=[CH:18][C:14]([C:15]([O:24][CH3:23])=[O:16])=[C:13]([CH3:22])[N:12]=1, predict the reactants needed to synthesize it. The reactants are: CCN(C(C)C)C(C)C.[Cl:10][C:11]1[C:19]([C:20]#[N:21])=[CH:18][C:14]([C:15](Cl)=[O:16])=[C:13]([CH3:22])[N:12]=1.[CH3:23][OH:24]. (5) Given the product [CH2:1]([NH:8][C:9]1[C:18]2[C:13](=[CH:14][CH:15]=[CH:16][C:17]=2[C:19]2[CH:24]=[CH:23][CH:22]=[CH:21][CH:20]=2)[C:12]([C:25]2[CH:26]=[C:27]([S:31]([NH:34][C:35]([CH3:38])([CH3:37])[CH3:36])(=[O:33])=[O:32])[CH:28]=[N:29][CH:30]=2)=[CH:11][N:10]=1)[C:2]1[CH:7]=[CH:6][CH:5]=[CH:4][CH:3]=1, predict the reactants needed to synthesize it. The reactants are: [CH2:1]([NH:8][C:9]1[C:18]2[C:13](=[CH:14][CH:15]=[CH:16][C:17]=2[C:19]2[CH:24]=[CH:23][CH:22]=[CH:21][CH:20]=2)[C:12]([C:25]2[CH:26]=[C:27]([S:31]([NH:34][C:35]([CH3:38])([CH3:37])[CH3:36])(=[O:33])=[O:32])[CH:28]=[N:29][CH:30]=2)=[C:11](SC)[N:10]=1)[C:2]1[CH:7]=[CH:6][CH:5]=[CH:4][CH:3]=1.[OH-].[NH4+]. (6) Given the product [O:23]1[CH:27]=[CH:26][C:25]([C:2]2[CH:3]=[C:4]([CH:9]=[C:10]([C:12](=[O:22])[N:13]([CH3:21])[CH2:14][C:15]3[S:16][CH:17]=[C:18]([CH3:20])[N:19]=3)[CH:11]=2)[C:5]([O:7][CH3:8])=[O:6])=[CH:24]1, predict the reactants needed to synthesize it. The reactants are: Br[C:2]1[CH:3]=[C:4]([CH:9]=[C:10]([C:12](=[O:22])[N:13]([CH3:21])[CH2:14][C:15]2[S:16][CH:17]=[C:18]([CH3:20])[N:19]=2)[CH:11]=1)[C:5]([O:7][CH3:8])=[O:6].[O:23]1[CH:27]=[CH:26][C:25](B2OC(C)(C)C(C)(C)O2)=[CH:24]1. (7) Given the product [F:1][C:2]1[CH:3]=[C:100]([NH:99][C:101](=[O:102])[CH2:72][C:71]([NH:70][C:73]2[CH:74]=[CH:35][C:34]([F:33])=[CH:39][CH:75]=2)=[O:88])[CH:5]=[CH:6][C:7]=1[O:8][C:9]1[C:14]2=[C:15]([CH3:18])[CH:16]=[CH:17][N:13]2[N:12]=[CH:11][N:10]=1, predict the reactants needed to synthesize it. The reactants are: [F:1][C:2]1[CH:3]=C(NC(NC(=O)CC2C=CC(F)=CC=2)=S)[CH:5]=[CH:6][C:7]=1[O:8][C:9]1[C:14]2=[C:15]([CH3:18])[CH:16]=[CH:17][N:13]2[N:12]=[CH:11][N:10]=1.[F:33][C:34]1[CH:35]=C(NC(NC(=O)CC2C=[CH:39][C:34]([F:33])=[CH:35]C=2)=S)C=C[C:39]=1OC1C2=C(C)C(OC)=CN2N=CN=1.C([N:70]([CH:73]([CH3:75])[CH3:74])[CH2:71][CH3:72])(C)C.[B-](F)(F)(F)F.CN(C([O:88]N1N=NC2C1=CC=CC=2)=[N+](C)C)C.C[N:99]([CH:101]=[O:102])[CH3:100].